Dataset: Full USPTO retrosynthesis dataset with 1.9M reactions from patents (1976-2016). Task: Predict the reactants needed to synthesize the given product. Given the product [NH2:39][C:27]1[N:26]=[C:25]([NH:24][CH2:23][C:22]([CH3:41])([CH3:40])[CH2:21][NH:20][S:16]([C:13]2[CH:14]=[CH:15][C:10]([S:7]([N:1]3[CH2:6][CH2:5][O:4][CH2:3][CH2:2]3)(=[O:9])=[O:8])=[CH:11][CH:12]=2)(=[O:18])=[O:17])[CH:30]=[C:29]([C:31]2[CH:36]=[CH:35][CH:34]=[C:33]([CH3:37])[C:32]=2[CH3:38])[N:28]=1, predict the reactants needed to synthesize it. The reactants are: [N:1]1([S:7]([C:10]2[CH:15]=[CH:14][C:13]([S:16](Cl)(=[O:18])=[O:17])=[CH:12][CH:11]=2)(=[O:9])=[O:8])[CH2:6][CH2:5][O:4][CH2:3][CH2:2]1.[NH2:20][CH2:21][C:22]([CH3:41])([CH3:40])[CH2:23][NH:24][C:25]1[CH:30]=[C:29]([C:31]2[CH:36]=[CH:35][CH:34]=[C:33]([CH3:37])[C:32]=2[CH3:38])[N:28]=[C:27]([NH2:39])[N:26]=1.